From a dataset of Reaction yield outcomes from USPTO patents with 853,638 reactions. Predict the reaction yield, written as a fraction of the theoretical maximum amount of product (1.0 means a 100% yield; for example, 0.34 means a 34% yield). (1) The reactants are [F:1][C:2]([F:21])([F:20])[C:3]1[C:11]([C:12]#[N:13])=[CH:10][CH:9]=[C:8]2[C:4]=1[CH:5]=[C:6]([CH2:14][CH2:15][C:16]([F:19])([F:18])[F:17])[NH:7]2.C([O-])([O-])=O.[Cs+].[Cs+].Cl[CH2:29][C:30]1[N:34]=[C:33]([C:35]2[CH:40]=[C:39]([F:41])[CH:38]=[C:37]([F:42])[CH:36]=2)[O:32][N:31]=1. The product is [F:41][C:39]1[CH:40]=[C:35]([C:33]2[O:32][N:31]=[C:30]([CH2:29][N:7]3[C:8]4[C:4](=[C:3]([C:2]([F:1])([F:20])[F:21])[C:11]([C:12]#[N:13])=[CH:10][CH:9]=4)[CH:5]=[C:6]3[CH2:14][CH2:15][C:16]([F:19])([F:18])[F:17])[N:34]=2)[CH:36]=[C:37]([F:42])[CH:38]=1. The yield is 0.240. The catalyst is C(#N)C. (2) The reactants are [CH2:1]([S:3]([N:6]1[CH2:11][CH2:10][CH:9]([C:12]2[C:20]3[C:15](=[C:16]([C:35]([NH2:37])=[O:36])[CH:17]=[C:18]([C:21]4[CH:26]=[CH:25][CH:24]=[C:23]([CH2:27][NH:28][C:29](=[O:34])[CH2:30][CH2:31][CH2:32]C)[CH:22]=4)[CH:19]=3)[NH:14][CH:13]=2)[CH2:8][CH2:7]1)(=[O:5])=[O:4])[CH3:2].CC1(C)C(C)(C)OB(C2C=C(CNC(=O)CCCC)C=CC=2)O1. No catalyst specified. The product is [CH:30]1([C:29]([NH:28][CH2:27][C:23]2[CH:22]=[C:21]([C:18]3[CH:19]=[C:20]4[C:15](=[C:16]([C:35]([NH2:37])=[O:36])[CH:17]=3)[NH:14][CH:13]=[C:12]4[CH:9]3[CH2:8][CH2:7][N:6]([S:3]([CH2:1][CH3:2])(=[O:5])=[O:4])[CH2:11][CH2:10]3)[CH:26]=[CH:25][CH:24]=2)=[O:34])[CH2:32][CH2:31]1. The yield is 0.110. (3) The reactants are C[O:2][C:3]([C@@H:5]1[CH2:10][CH2:9][C@@H:8]([CH3:11])[CH2:7][C@@H:6]1[OH:12])=[O:4].[OH-].[Na+]. The catalyst is CO. The product is [OH:12][C@H:6]1[CH2:7][C@H:8]([CH3:11])[CH2:9][CH2:10][C@H:5]1[C:3]([OH:4])=[O:2]. The yield is 0.820. (4) The reactants are Br[C:2]1[C:14]2[C:13]3[C:8](=[CH:9][C:10]([C:15]([OH:18])([CH3:17])[CH3:16])=[CH:11][CH:12]=3)[NH:7][C:6]=2[C:5]([C:19]([NH2:21])=[O:20])=[CH:4][C:3]=1[Cl:22].[F:23][C:24]1[CH:25]=[C:26]2[C:31](=[CH:32][CH:33]=1)[N:30]([CH3:34])[C:29](=[O:35])[N:28]([C:36]1[CH:41]=[CH:40][CH:39]=[C:38](B3OC(C)(C)C(C)(C)O3)[C:37]=1[CH3:51])[C:27]2=[O:52].C([O-])([O-])=O.[Cs+].[Cs+]. The catalyst is C1COCC1.O.C1C=CC(P(C2C=CC=CC=2)[C-]2C=CC=C2)=CC=1.C1C=CC(P(C2C=CC=CC=2)[C-]2C=CC=C2)=CC=1.Cl[Pd]Cl.[Fe+2].C(Cl)Cl. The product is [Cl:22][C:3]1[CH:4]=[C:5]([C:19]([NH2:21])=[O:20])[C:6]2[NH:7][C:8]3[C:13]([C:14]=2[C:2]=1[C:38]1[CH:39]=[CH:40][CH:41]=[C:36]([N:28]2[C:27](=[O:52])[C:26]4[C:31](=[CH:32][CH:33]=[C:24]([F:23])[CH:25]=4)[N:30]([CH3:34])[C:29]2=[O:35])[C:37]=1[CH3:51])=[CH:12][CH:11]=[C:10]([C:15]([OH:18])([CH3:17])[CH3:16])[CH:9]=3. The yield is 0.390. (5) The reactants are C([O-])(=O)C.[K+].Br[C:7]1[CH:12]=[CH:11][C:10]([OH:13])=[C:9]([CH3:14])[CH:8]=1.[CH3:15][C:16]1([CH3:32])[C:20]([CH3:22])([CH3:21])[O:19][B:18]([B:18]2[O:19][C:20]([CH3:22])([CH3:21])[C:16]([CH3:32])([CH3:15])[O:17]2)[O:17]1. The catalyst is CN(C)C=O. The product is [CH3:14][C:9]1[CH:8]=[C:7]([B:18]2[O:19][C:20]([CH3:22])([CH3:21])[C:16]([CH3:32])([CH3:15])[O:17]2)[CH:12]=[CH:11][C:10]=1[OH:13]. The yield is 0.430. (6) The yield is 0.520. The product is [CH2:8]([N:6]1[C:5](=[O:10])[C:4]([C:11]([F:14])([F:13])[F:12])=[CH:3][C:2]([C:33]([O:34][CH3:35])=[O:19])=[CH:7]1)[CH3:9]. The reactants are Br[C:2]1[CH:3]=[C:4]([C:11]([F:14])([F:13])[F:12])[C:5](=[O:10])[N:6]([CH2:8][CH3:9])[CH:7]=1.C(Cl)Cl.C[OH:19].C1CCN2C(=NCCC2)CC1.C1[CH2:35][O:34][CH2:33]C1. The catalyst is C1C=CC(P(C2C=CC=CC=2)[C-]2C=CC=C2)=CC=1.C1C=CC(P(C2C=CC=CC=2)[C-]2C=CC=C2)=CC=1.Cl[Pd]Cl.[Fe+2]. (7) The reactants are [OH:1][CH:2]([C:13]1[CH:18]=[CH:17][N:16]=[CH:15][CH:14]=1)[C:3]1[CH:8]=[CH:7][CH:6]=[C:5]([O:9][CH3:10])[C:4]=1[O:11][CH3:12].[H][H]. The catalyst is [Rh].CO. The product is [OH:1][CH:2]([CH:13]1[CH2:14][CH2:15][NH:16][CH2:17][CH2:18]1)[C:3]1[CH:8]=[CH:7][CH:6]=[C:5]([O:9][CH3:10])[C:4]=1[O:11][CH3:12]. The yield is 0.900.